From a dataset of Full USPTO retrosynthesis dataset with 1.9M reactions from patents (1976-2016). Predict the reactants needed to synthesize the given product. (1) The reactants are: [CH3:1][C:2]1[N:3]=[CH:4][C:5]([C:8]([OH:10])=[O:9])=[N:6][CH:7]=1.CO[CH:13](OC)[N:14]([CH3:16])[CH3:15].[CH3:19]N(C)C=O. Given the product [CH3:19][O:9][C:8]([C:5]1[CH:4]=[N:3][C:2]([CH:1]=[CH:13][N:14]([CH3:16])[CH3:15])=[CH:7][N:6]=1)=[O:10], predict the reactants needed to synthesize it. (2) Given the product [Cl:6][C:7]1[CH:8]=[C:9]([N:17]([CH2:25][CH:26]2[CH2:31][CH2:30][O:29][CH2:28][CH2:27]2)[C:18](=[O:24])[O:19][C:20]([CH3:23])([CH3:22])[CH3:21])[C:10]2[N:11]([C:13]([C:41]3[CH:40]=[CH:39][C:38]([C:36](=[O:37])[NH:35][CH:32]4[CH2:34][CH2:33]4)=[CH:43][CH:42]=3)=[CH:14][N:15]=2)[N:12]=1, predict the reactants needed to synthesize it. The reactants are: CN(C=O)C.[Cl:6][C:7]1[CH:8]=[C:9]([N:17]([CH2:25][CH:26]2[CH2:31][CH2:30][O:29][CH2:28][CH2:27]2)[C:18](=[O:24])[O:19][C:20]([CH3:23])([CH3:22])[CH3:21])[C:10]2[N:11]([C:13](I)=[CH:14][N:15]=2)[N:12]=1.[CH:32]1([NH:35][C:36]([C:38]2[CH:43]=[CH:42][C:41](B3OC(C)(C)C(C)(C)O3)=[CH:40][CH:39]=2)=[O:37])[CH2:34][CH2:33]1.C(=O)([O-])[O-].[Na+].[Na+]. (3) The reactants are: [Cl:1][C:2]1[CH:3]=[C:4]([C:9](=O)[CH2:10][C:11]([O:13]C)=O)[CH:5]=[CH:6][C:7]=1[Cl:8].CC1C=CC(S(O)(=O)=O)=CC=1.[N:27]1[CH:32]=[CH:31][CH:30]=[CH:29][C:28]=1[C:33]1[C:34]([NH2:39])=[N:35][NH:36][C:37]=1[NH2:38]. Given the product [NH2:39][C:34]1[C:33]([C:28]2[CH:29]=[CH:30][CH:31]=[CH:32][N:27]=2)=[C:37]2[NH:38][C:9]([C:4]3[CH:5]=[CH:6][C:7]([Cl:8])=[C:2]([Cl:1])[CH:3]=3)=[CH:10][C:11](=[O:13])[N:36]2[N:35]=1, predict the reactants needed to synthesize it. (4) Given the product [ClH:1].[ClH:1].[Br:24][C:21]1[N:19]2[N:20]=[C:15]([N:12]3[CH2:11][CH2:10][NH:9][CH2:14][CH2:13]3)[CH:16]=[CH:17][C:18]2=[N:23][CH:22]=1, predict the reactants needed to synthesize it. The reactants are: [ClH:1].C(OC([N:9]1[CH2:14][CH2:13][N:12]([C:15]2[CH:16]=[CH:17][C:18]3[N:19]([C:21]([Br:24])=[CH:22][N:23]=3)[N:20]=2)[CH2:11][CH2:10]1)=O)(C)(C)C.